From a dataset of Forward reaction prediction with 1.9M reactions from USPTO patents (1976-2016). Predict the product of the given reaction. (1) The product is: [Cl:8][C:9]1[CH:14]=[C:13]([C:15]([N:41]([CH3:40])[O:42][CH3:43])=[O:16])[CH:12]=[C:11]([Cl:18])[N:10]=1. Given the reactants CCN(CC)CC.[Cl:8][C:9]1[CH:14]=[C:13]([C:15](O)=[O:16])[CH:12]=[C:11]([Cl:18])[N:10]=1.CCN=C=NCCCN(C)C.C1C=CC2N(O)N=NC=2C=1.[CH3:40][NH:41][O:42][CH3:43], predict the reaction product. (2) Given the reactants [F:1][C:2]1[CH:7]=[CH:6][C:5]([C:8]2([CH2:14][CH2:15][NH2:16])[CH2:13][CH2:12][O:11][CH2:10][CH2:9]2)=[CH:4][CH:3]=1.[CH:17](=O)[C:18]1[CH:23]=[CH:22][CH:21]=[CH:20][CH:19]=1, predict the reaction product. The product is: [CH2:17]([NH:16][CH2:15][CH2:14][C:8]1([C:5]2[CH:6]=[CH:7][C:2]([F:1])=[CH:3][CH:4]=2)[CH2:13][CH2:12][O:11][CH2:10][CH2:9]1)[C:18]1[CH:23]=[CH:22][CH:21]=[CH:20][CH:19]=1.